From a dataset of Catalyst prediction with 721,799 reactions and 888 catalyst types from USPTO. Predict which catalyst facilitates the given reaction. (1) Reactant: [CH3:1][N:2]1[C:7](=[O:8])[C:6]2[CH:9]=[CH:10][S:11][C:5]=2[N:4]([CH2:12][CH:13]([CH3:15])[CH3:14])[C:3]1=[O:16].C([N-]C(C)C)(C)C.[Li+].[C:25]([C:27]1[CH:34]=[CH:33][CH:32]=[CH:31][C:28]=1[CH:29]=[O:30])#[N:26].O. Product: [NH:26]=[C:25]1[O:30][CH:29]([C:10]2[S:11][C:5]3[N:4]([CH2:12][CH:13]([CH3:14])[CH3:15])[C:3](=[O:16])[N:2]([CH3:1])[C:7](=[O:8])[C:6]=3[CH:9]=2)[C:28]2[CH:31]=[CH:32][CH:33]=[CH:34][C:27]1=2. The catalyst class is: 7. (2) Reactant: [CH2:1]([NH:8][C:9](=[O:25])[C:10]1[C:15]([O:16][CH2:17][C:18]2[CH:23]=[CH:22][CH:21]=[CH:20][CH:19]=2)=[CH:14][CH:13]=[C:12](Br)[N:11]=1)[C:2]1[CH:7]=[CH:6][CH:5]=[CH:4][CH:3]=1.[F:26][C:27]1[CH:32]=[CH:31][C:30]([C:33]2[O:34][C:35]3[CH:45]=[C:44]([N:46]([CH3:51])[S:47]([CH3:50])(=[O:49])=[O:48])[C:43](B4OC(C)(C)C(C)(C)O4)=[CH:42][C:36]=3[C:37]=2[C:38]([NH:40][CH3:41])=[O:39])=[CH:29][CH:28]=1.CC(C1C=C(C(C)C)C(C2C=CC=CC=2P(C2CCCCC2)C2CCCCC2)=C(C(C)C)C=1)C. Product: [CH2:1]([NH:8][C:9](=[O:25])[C:10]1[C:15]([O:16][CH2:17][C:18]2[CH:23]=[CH:22][CH:21]=[CH:20][CH:19]=2)=[CH:14][CH:13]=[C:12]([C:43]2[C:44]([N:46]([CH3:51])[S:47]([CH3:50])(=[O:49])=[O:48])=[CH:45][C:35]3[O:34][C:33]([C:30]4[CH:31]=[CH:32][C:27]([F:26])=[CH:28][CH:29]=4)=[C:37]([C:38](=[O:39])[NH:40][CH3:41])[C:36]=3[CH:42]=2)[N:11]=1)[C:2]1[CH:7]=[CH:6][CH:5]=[CH:4][CH:3]=1. The catalyst class is: 333. (3) Reactant: C([NH:4][C@H:5]([C:21]([O:23]C(=O)[C@H](CCCCNC(OCC1C=CC=CC=1)=O)NC(O)=O)=[O:22])[CH2:6][CH2:7][CH2:8][CH2:9][NH:10][C:11]([O:13][CH2:14][C:15]1[CH:20]=[CH:19][CH:18]=[CH:17][CH:16]=1)=[O:12])(O)=[O:2].C([NH:49][C@@H:50]1[C:56](=[O:57])[O:55][C:53](=[O:54])[CH:52]([CH3:58])[CH2:51]1)(O)=O.CN(C)CCCN. Product: [CH3:58][CH:52]([C:53]([OH:54])=[O:2])[CH2:51][C@@H:50]([C:56]([OH:55])=[O:57])[NH2:49].[CH2:14]([O:13][C:11]([NH:10][CH2:9][CH2:8][CH2:7][CH2:6][C@@H:5]([C:21]([OH:23])=[O:22])[NH2:4])=[O:12])[C:15]1[CH:16]=[CH:17][CH:18]=[CH:19][CH:20]=1. The catalyst class is: 26. (4) Reactant: [Cl:1][C:2]1[N:3]=[C:4]([NH:15][C:16]2[CH:21]=[CH:20][C:19]([N:22]3[CH:27]=[CH:26][N:25]([CH3:28])[CH:24]=[CH:23]3)=[CH:18][CH:17]=2)[C:5]([C:12]([NH2:14])=[O:13])=[N:6][C:7]=1[C:8](O)([CH3:10])[CH3:9]. The catalyst class is: 15. Product: [Cl:1][C:2]1[N:3]=[C:4]([NH:15][C:16]2[CH:17]=[CH:18][C:19]([N:22]3[CH2:27][CH2:26][N:25]([CH3:28])[CH2:24][CH2:23]3)=[CH:20][CH:21]=2)[C:5]([C:12]([NH2:14])=[O:13])=[N:6][C:7]=1[C:8]([CH3:10])=[CH2:9]. (5) Reactant: C[O:2][CH:3]=[CH:4][C:5]1[CH:6]=[C:7]2[C:11](=[C:12]([CH3:14])[CH:13]=1)[NH:10][N:9]=[CH:8]2.Cl(O)(=O)(=O)=O. Product: [CH3:14][C:12]1[CH:13]=[C:5]([CH2:4][CH:3]=[O:2])[CH:6]=[C:7]2[C:11]=1[NH:10][N:9]=[CH:8]2. The catalyst class is: 253.